From a dataset of Forward reaction prediction with 1.9M reactions from USPTO patents (1976-2016). Predict the product of the given reaction. (1) The product is: [CH:1]1([N:5]2[CH2:11][CH2:10][C:9]3[S:12][C:13]([C:15]4[CH:16]=[CH:17][C:18]([C:21]([NH2:24])=[O:22])=[N:19][CH:20]=4)=[N:14][C:8]=3[CH2:7][CH2:6]2)[CH2:2][CH2:3][CH2:4]1. Given the reactants [CH:1]1([N:5]2[CH2:11][CH2:10][C:9]3[S:12][C:13]([C:15]4[CH:16]=[CH:17][C:18]([C:21](O)=[O:22])=[N:19][CH:20]=4)=[N:14][C:8]=3[CH2:7][CH2:6]2)[CH2:4][CH2:3][CH2:2]1.[NH3:24], predict the reaction product. (2) Given the reactants [CH2:1]([O:3][C:4]([C:6]1[C:11](=[O:12])NC2C=CSC=2C=1Cl)=[O:5])[CH3:2].[CH3:17][O:18][C:19]([C:21]1[S:22][CH:23]=[CH:24][C:25]=1[NH2:26])=[O:20].C(C(C(Cl)=O)C(Cl)=O)C, predict the reaction product. The product is: [CH3:17][O:18][C:19]([C:21]1[S:22][CH:23]=[CH:24][C:25]=1[NH:26][C:11](=[O:12])[CH2:6][C:4]([O:3][CH2:1][CH3:2])=[O:5])=[O:20]. (3) Given the reactants FC(F)(F)C(O)=O.[CH2:8]([O:12][C:13]1[N:21]=[C:20]2[C:16]([NH:17][C:18]([O:22][CH3:23])=[N:19]2)=[C:15]([NH2:24])[N:14]=1)[CH2:9][CH2:10][CH3:11].C(=O)([O-])[O-].[K+].[K+].[OH:31][CH2:32][C:33]1[CH:40]=[CH:39][C:36]([CH2:37]Cl)=[CH:35][CH:34]=1, predict the reaction product. The product is: [CH2:8]([O:12][C:13]1[N:21]=[C:20]2[C:16]([N:17]=[C:18]([O:22][CH3:23])[N:19]2[CH2:37][C:36]2[CH:39]=[CH:40][C:33]([CH2:32][OH:31])=[CH:34][CH:35]=2)=[C:15]([NH2:24])[N:14]=1)[CH2:9][CH2:10][CH3:11]. (4) Given the reactants [Br:1][C:2]1[CH:6]=[CH:5][O:4][C:3]=1[CH:7]=O.[NH:9]1[CH2:13][CH2:12][CH2:11][CH2:10]1.C(Cl)Cl.C(O[BH-](OC(=O)C)OC(=O)C)(=O)C.[Na+], predict the reaction product. The product is: [Br:1][C:2]1[CH:6]=[CH:5][O:4][C:3]=1[CH2:7][N:9]1[CH2:13][CH2:12][CH2:11][CH2:10]1. (5) Given the reactants [CH:1]1[C:10]2[C:5](=[CH:6][CH:7]=[CH:8][CH:9]=2)[CH:4]=[CH:3][C:2]=1[O:11][CH2:12][C@@H:13]1[CH2:17][CH2:16][N:15](C(OC(C)(C)C)=O)[CH2:14]1.FC(F)(F)C(O)=O, predict the reaction product. The product is: [CH:1]1[C:10]2[C:5](=[CH:6][CH:7]=[CH:8][CH:9]=2)[CH:4]=[CH:3][C:2]=1[O:11][CH2:12][C@@H:13]1[CH2:17][CH2:16][NH:15][CH2:14]1. (6) Given the reactants [NH2:1][C:2]1[CH:3]=[C:4]([C:8]2[C:16]3[C:11](=[CH:12][CH:13]=[C:14]([C:17]([NH2:19])=[O:18])[CH:15]=3)[N:10]([CH:20]3[CH2:25][CH2:24][CH2:23][CH2:22][O:21]3)[N:9]=2)[CH:5]=[CH:6][CH:7]=1.[CH3:26][O:27][CH2:28][C:29](Cl)=[O:30].C(N(CC)CC)C.CN(C)C=O, predict the reaction product. The product is: [CH3:26][O:27][CH2:28][C:29]([NH:1][C:2]1[CH:3]=[C:4]([C:8]2[C:16]3[C:11](=[CH:12][CH:13]=[C:14]([C:17]([NH2:19])=[O:18])[CH:15]=3)[N:10]([CH:20]3[CH2:25][CH2:24][CH2:23][CH2:22][O:21]3)[N:9]=2)[CH:5]=[CH:6][CH:7]=1)=[O:30]. (7) The product is: [Cl:1][C:2]1[CH:3]=[CH:4][C:5]([C:8]([C:10]2[NH:18][C:13]3=[CH:14][N:15]=[CH:16][CH:17]=[C:12]3[CH:11]=2)=[O:9])=[CH:6][CH:7]=1. Given the reactants [Cl:1][C:2]1[CH:7]=[CH:6][C:5]([CH:8]([C:10]2[NH:18][C:13]3=[CH:14][N:15]=[CH:16][CH:17]=[C:12]3[CH:11]=2)[OH:9])=[CH:4][CH:3]=1, predict the reaction product. (8) Given the reactants O1CCCC1.C(OC([N:13]([CH2:44][C:45]([O:47]C(C)(C)C)=[O:46])[C:14]1[CH:19]=[CH:18][CH:17]=[C:16]([CH:20]([CH2:31][C:32]2[CH:37]=[CH:36][C:35]([C:38]([CH2:42][CH3:43])([CH3:41])[CH2:39][CH3:40])=[CH:34][CH:33]=2)[NH:21][S:22]([C:25]2[CH:26]=[N:27][CH:28]=[CH:29][CH:30]=2)(=[O:24])=[O:23])[N:15]=1)=O)(C)(C)C.Cl.[OH-].[Na+], predict the reaction product. The product is: [CH2:39]([C:38]([C:35]1[CH:34]=[CH:33][C:32]([CH2:31][CH:20]([NH:21][S:22]([C:25]2[CH:26]=[N:27][CH:28]=[CH:29][CH:30]=2)(=[O:24])=[O:23])[C:16]2[N:15]=[C:14]([NH:13][CH2:44][C:45]([OH:47])=[O:46])[CH:19]=[CH:18][CH:17]=2)=[CH:37][CH:36]=1)([CH3:41])[CH2:42][CH3:43])[CH3:40]. (9) Given the reactants [BH4-].[Na+].O.C(=O)(O)[O-].[Na+].[F:9][C:10]1[CH:19]=[CH:18][CH:17]=[C:16]2[C:11]=1[CH2:12][CH2:13][N:14]=[C:15]2[C:20]1[CH:25]=[CH:24][C:23]([C:26]([F:29])([F:28])[F:27])=[CH:22][CH:21]=1, predict the reaction product. The product is: [F:9][C:10]1[CH:19]=[CH:18][CH:17]=[C:16]2[C:11]=1[CH2:12][CH2:13][NH:14][CH:15]2[C:20]1[CH:25]=[CH:24][C:23]([C:26]([F:27])([F:28])[F:29])=[CH:22][CH:21]=1. (10) Given the reactants [O:1]1[CH2:5][CH2:4][O:3][CH:2]1[C:6]1[CH:7]=[CH:8][C:9]([F:12])=[N:10][CH:11]=1.C([N-]C(C)C)(C)C.[Li+].[I:21]I.S([O-])([O-])(=O)=S.[Na+].[Na+], predict the reaction product. The product is: [O:1]1[CH2:5][CH2:4][O:3][CH:2]1[C:6]1[CH:7]=[C:8]([I:21])[C:9]([F:12])=[N:10][CH:11]=1.